From a dataset of Catalyst prediction with 721,799 reactions and 888 catalyst types from USPTO. Predict which catalyst facilitates the given reaction. (1) Reactant: [C:1]1([C:7]([C:9]2[CH:10]=[C:11]([CH2:15][CH2:16][C:17](O)=[O:18])[CH:12]=[CH:13][CH:14]=2)=[O:8])[CH:6]=[CH:5][CH:4]=[CH:3][CH:2]=1.[H-].[H-].[H-].[H-].[Li+].[Al+3]. Product: [OH:8][CH:7]([C:1]1[CH:6]=[CH:5][CH:4]=[CH:3][CH:2]=1)[C:9]1[CH:10]=[C:11]([CH2:15][CH2:16][CH2:17][OH:18])[CH:12]=[CH:13][CH:14]=1. The catalyst class is: 116. (2) Reactant: [CH2:1]([NH:4][C:5]1[CH:10]=[CH:9][C:8]([Cl:11])=[CH:7][C:6]=1[CH:12]([C:14]1[C:23]2[O:22][CH2:21][CH2:20][O:19][C:18]=2[CH:17]=[CH:16][CH:15]=1)[OH:13])[CH:2]=[CH2:3].C(=O)([O-])[O-].[K+].[K+].Cl[C:31](=[O:39])/[CH:32]=[CH:33]/[C:34]([O:36][CH2:37][CH3:38])=[O:35]. Product: [CH2:1]([N:4]([C:5]1[CH:10]=[CH:9][C:8]([Cl:11])=[CH:7][C:6]=1[CH:12]([C:14]1[C:23]2[O:22][CH2:21][CH2:20][O:19][C:18]=2[CH:17]=[CH:16][CH:15]=1)[OH:13])[C:31](=[O:39])/[CH:32]=[CH:33]/[C:34]([O:36][CH2:37][CH3:38])=[O:35])[CH:2]=[CH2:3]. The catalyst class is: 13. (3) The catalyst class is: 12. Reactant: Cl[C:2]1[N:11]=[C:10]([Cl:12])[C:9]2[C:4](=[CH:5][CH:6]=[CH:7][CH:8]=2)[N:3]=1.[CH3:13][N:14]1[CH2:19][CH2:18][N:17](C)[CH2:16][CH2:15]1.C([O-])(O)=O.[Na+].O. Product: [Cl:12][C:10]1[C:9]2[C:4](=[CH:5][CH:6]=[CH:7][CH:8]=2)[N:3]=[C:2]([N:17]2[CH2:18][CH2:19][N:14]([CH3:13])[CH2:15][CH2:16]2)[N:11]=1.